Dataset: Catalyst prediction with 721,799 reactions and 888 catalyst types from USPTO. Task: Predict which catalyst facilitates the given reaction. Product: [F:36][C:31]1[CH:32]=[CH:33][CH:34]=[CH:35][C:30]=1[CH2:29][CH:26]([CH:23]1[CH2:22][CH2:21][N:20]([CH2:19][C:14]2[C:13](=[O:12])[NH:18][CH:17]=[CH:16][N:15]=2)[CH2:25][CH2:24]1)[C:27]#[N:28]. Reactant: Cl.C(OCC)(=O)C.C([O:12][C:13]1[C:14]([CH2:19][N:20]2[CH2:25][CH2:24][CH:23]([CH:26]([CH2:29][C:30]3[CH:35]=[CH:34][CH:33]=[CH:32][C:31]=3[F:36])[C:27]#[N:28])[CH2:22][CH2:21]2)=[N:15][CH:16]=[CH:17][N:18]=1)(C)(C)C.[OH-].[Na+]. The catalyst class is: 13.